This data is from NCI-60 drug combinations with 297,098 pairs across 59 cell lines. The task is: Regression. Given two drug SMILES strings and cell line genomic features, predict the synergy score measuring deviation from expected non-interaction effect. (1) Drug 1: CCCS(=O)(=O)NC1=C(C(=C(C=C1)F)C(=O)C2=CNC3=C2C=C(C=N3)C4=CC=C(C=C4)Cl)F. Drug 2: CN1C(=O)N2C=NC(=C2N=N1)C(=O)N. Cell line: CAKI-1. Synergy scores: CSS=-9.80, Synergy_ZIP=-1.07, Synergy_Bliss=-12.3, Synergy_Loewe=-19.0, Synergy_HSA=-14.4. (2) Drug 1: CC1=CC2C(CCC3(C2CCC3(C(=O)C)OC(=O)C)C)C4(C1=CC(=O)CC4)C. Drug 2: C1=CC(=CC=C1CCCC(=O)O)N(CCCl)CCCl. Cell line: SK-MEL-28. Synergy scores: CSS=5.80, Synergy_ZIP=-0.841, Synergy_Bliss=-3.05, Synergy_Loewe=-10.9, Synergy_HSA=-6.84. (3) Drug 1: CC(C1=C(C=CC(=C1Cl)F)Cl)OC2=C(N=CC(=C2)C3=CN(N=C3)C4CCNCC4)N. Drug 2: CCC1=C2CN3C(=CC4=C(C3=O)COC(=O)C4(CC)O)C2=NC5=C1C=C(C=C5)O. Cell line: SF-295. Synergy scores: CSS=37.5, Synergy_ZIP=-3.55, Synergy_Bliss=-4.54, Synergy_Loewe=-18.5, Synergy_HSA=-2.41. (4) Synergy scores: CSS=49.6, Synergy_ZIP=1.80, Synergy_Bliss=0.465, Synergy_Loewe=-57.2, Synergy_HSA=0.0196. Drug 2: CN(C(=O)NC(C=O)C(C(C(CO)O)O)O)N=O. Drug 1: CC1C(C(CC(O1)OC2CC(OC(C2O)C)OC3=CC4=CC5=C(C(=O)C(C(C5)C(C(=O)C(C(C)O)O)OC)OC6CC(C(C(O6)C)O)OC7CC(C(C(O7)C)O)OC8CC(C(C(O8)C)O)(C)O)C(=C4C(=C3C)O)O)O)O. Cell line: COLO 205.